Dataset: Catalyst prediction with 721,799 reactions and 888 catalyst types from USPTO. Task: Predict which catalyst facilitates the given reaction. (1) Reactant: [CH3:1][CH:2]([CH3:8])[C@H:3]([NH:6][CH3:7])[CH2:4][OH:5].[F:9][C:10]1[CH:18]=[CH:17][C:13]([C:14](Cl)=[O:15])=[CH:12][C:11]=1[CH3:19].O. Product: [F:9][C:10]1[CH:18]=[CH:17][C:13]([C:14]([N:6]([C@@H:3]([CH:2]([CH3:8])[CH3:1])[CH2:4][OH:5])[CH3:7])=[O:15])=[CH:12][C:11]=1[CH3:19]. The catalyst class is: 2. (2) Product: [Br:7][C:8]1[CH:9]=[C:10]2[NH:16][C:15](=[O:17])[C:14]3([CH2:20][CH2:19][C:18](=[O:22])[CH2:2][CH2:1]3)[C:11]2=[N:12][CH:13]=1. The catalyst class is: 148. Reactant: [CH3:1][C:2](C)([O-])C.[K+].[Br:7][C:8]1[CH:9]=[C:10]2[NH:16][C:15](=[O:17])[CH2:14][C:11]2=[N:12][CH:13]=1.[C:18]([O:22]C)(=O)[CH:19]=[CH2:20].O. (3) Reactant: CS(O)(=O)=O.[Br:6][C:7]1[CH:14]=[CH:13][C:12]([C:15]([F:18])([F:17])[F:16])=[CH:11][C:8]=1[CH2:9][NH2:10].[OH-].[Na+].ClC(Cl)=C.[F:25][C:26]([F:40])([F:39])[C:27]1[CH:28]=[C:29]([CH:32]=[C:33]([C:35]([F:38])([F:37])[F:36])[CH:34]=1)[CH:30]=O.C(=O)([O-])[O-].[K+].[K+]. Product: [F:25][C:26]([F:39])([F:40])[C:27]1[CH:28]=[C:29]([CH:32]=[C:33]([C:35]([F:38])([F:36])[F:37])[CH:34]=1)[CH2:30][NH:10][CH2:9][C:8]1[CH:11]=[C:12]([C:15]([F:16])([F:17])[F:18])[CH:13]=[CH:14][C:7]=1[Br:6]. The catalyst class is: 310. (4) Reactant: Br[C:2]1[CH:11]=[CH:10][C:5]2[C:6](=[O:9])[O:7][CH2:8][C:4]=2[CH:3]=1.[C:12]([O:16][C:17](=[O:21])[CH2:18][Zn]Cl)([CH3:15])([CH3:14])[CH3:13]. Product: [O:9]=[C:6]1[C:5]2[CH:10]=[CH:11][C:2]([CH2:18][C:17]([O:16][C:12]([CH3:15])([CH3:14])[CH3:13])=[O:21])=[CH:3][C:4]=2[CH2:8][O:7]1. The catalyst class is: 1.